From a dataset of Forward reaction prediction with 1.9M reactions from USPTO patents (1976-2016). Predict the product of the given reaction. (1) Given the reactants [C:1]([O:5][C@@H:6]([C:11]1[C:40]([CH3:41])=[CH:39][C:38]2=[N:42][C:35]3=[CH:36][N:37]2[C:12]=1[N:13]1[CH2:48][CH2:47][C:16]([CH3:49])([O:17][CH2:18][CH2:19][CH2:20][CH2:21][C@H:22]([CH3:46])[O:23][C:24]2[CH:25]=[C:26]([F:45])[C:27]([F:44])=[CH:28][C:29]=2[C:30]2[CH:43]=[C:34]3[CH:33]=[CH:32][CH:31]=2)[CH2:15][CH2:14]1)[C:7]([O:9]C)=[O:8])([CH3:4])([CH3:3])[CH3:2].C(O[C@@H](C1C(C)=CC2=NC3=C([Cl:91])N2C=1N1CCC(C)(OCCCC[C@H](C)OC2C=CC(C)=CC=2C2C=C3C=CC=2)CC1)C(O)=O)(C)(C)C, predict the reaction product. The product is: [C:1]([O:5][C@@H:6]([C:11]1[C:40]([CH3:41])=[CH:39][C:38]2=[N:42][C:35]3=[C:36]([Cl:91])[N:37]2[C:12]=1[N:13]1[CH2:48][CH2:47][C:16]([CH3:49])([O:17][CH2:18][CH2:19][CH2:20][CH2:21][C@H:22]([CH3:46])[O:23][C:24]2[CH:25]=[C:26]([F:45])[C:27]([F:44])=[CH:28][C:29]=2[C:30]2[CH:43]=[C:34]3[CH:33]=[CH:32][CH:31]=2)[CH2:15][CH2:14]1)[C:7]([OH:9])=[O:8])([CH3:4])([CH3:3])[CH3:2]. (2) Given the reactants Br[C:2]1[CH:3]=[C:4]([CH:8]2[N:12]([C:13]3[CH:18]=[CH:17][C:16]([F:19])=[CH:15][C:14]=3[F:20])[N:11]=[C:10]([C:21]([F:27])([F:26])[C:22]([F:25])([F:24])[F:23])[CH2:9]2)[CH:5]=[CH:6][CH:7]=1.[C:28]([NH:35][CH:36]1[CH2:41][CH2:40][NH:39][CH2:38][CH2:37]1)([O:30][C:31]([CH3:34])([CH3:33])[CH3:32])=[O:29].C1C=CC(P(C2C(C3C(P(C4C=CC=CC=4)C4C=CC=CC=4)=CC=C4C=3C=CC=C4)=C3C(C=CC=C3)=CC=2)C2C=CC=CC=2)=CC=1.CC(C)([O-])C.[Na+], predict the reaction product. The product is: [C:28]([NH:35][CH:36]1[CH2:41][CH2:40][N:39]([C:2]2[CH:3]=[C:4]([CH:8]3[N:12]([C:13]4[CH:18]=[CH:17][C:16]([F:19])=[CH:15][C:14]=4[F:20])[N:11]=[C:10]([C:21]([F:27])([F:26])[C:22]([F:25])([F:24])[F:23])[CH2:9]3)[CH:5]=[CH:6][CH:7]=2)[CH2:38][CH2:37]1)([O:30][C:31]([CH3:34])([CH3:33])[CH3:32])=[O:29].